This data is from Experimentally validated miRNA-target interactions with 360,000+ pairs, plus equal number of negative samples. The task is: Binary Classification. Given a miRNA mature sequence and a target amino acid sequence, predict their likelihood of interaction. (1) The miRNA is hsa-miR-138-2-3p with sequence GCUAUUUCACGACACCAGGGUU. The protein sequence of the target gene is MQRMIQQFAAEYTSKNSSTQDPSQPNSTKNQSLPKASPVTTSPTAATTQNPVLSKLLMADQDSPLDLTVRKSQSEPSEQDGVLDLSTKKSPCAGSTSLSHSPGCSSTQGNGRPGRPSQYRPDGLRSGDGVPPRSLQDGTREGFGHSTSLKVPLARSLQISEELLSRNQLSTAASLGPSGLQNHGQHLILSREASWAKPHYEFNLSRMKFRGNGALSNISDLPFLAENSAFPKMALQAKQDGKKDVSHSSPVDLKIPQVRGMDLSWESRTGDQYSYSSLVMGSQTESALSKKLRAILPKQS.... Result: 1 (interaction). (2) The miRNA is mmu-miR-338-5p with sequence AACAAUAUCCUGGUGCUGAGUG. The protein sequence of the target gene is MRGRGNARSLLVQAVSLRPATWHPCLDMGHLHRPSSRTSHRNLPHVFLLFLFVGPFNCLASYSRATELLYSLNEGLPAGVLIGSLAEDLRLLPRASGRQNQQLLHPERTASEGNPPLSFSLASGGLSGQYVTLNNRSGELHTSAQEIDREALCLDGGGGAAWAGSTSIASSPSSDSCLLLLDVLVLPQEYFRFVKVKIAIRDINDNAPQFPISEISVWVPENSPVNTRLAIEHPAVDPDVGINGVQTYRLLDYHGMFTLDVEENENGERTPYLIVMGALDRETQDQYVSIIIAEDGGSPP.... Result: 1 (interaction). (3) The miRNA is hsa-miR-520d-3p with sequence AAAGUGCUUCUCUUUGGUGGGU. The protein sequence of the target gene is MSGPNGDLGMPVEAGAEGEEDGFGEAEYAAINSMLDQINSCLDHLEEKNDHLHARLQELLESNRQTRLEFQQQLGEAPSDASP. Result: 0 (no interaction). (4) The miRNA is hsa-miR-125a-3p with sequence ACAGGUGAGGUUCUUGGGAGCC. The protein sequence of the target gene is MARPDDEEGAAVAPGHPLAKGYLPLPRGAPVGKESVELQNGPKAGTFPVNGAPRDSLAAASGVLGGPQTPLAPEEETQARLLPAGAGAETPGAESSPLPLTALSPRRFVVLLIFSLYSLVNAFQWIQYSIISNVFEGFYGVTLLHIDWLSMVYMLAYVPLIFPATWLLDTRGLRLTALLGSGLNCLGAWIKCGSVQQHLFWVTMLGQCLCSVAQVFILGLPSRIASVWFGPKEVSTACATAVLGNQLGTAVGFLLPPVLVPNTQNDTNLLACNISTMFYGTSAVATLLFILTAIAFKEKP.... Result: 1 (interaction). (5) The protein sequence of the target gene is MEGQSSRGSRRPGTRAGLGSLPMPQGVAQTGAPSKVDSSFQLPAKKNAALGPSEPRLALAPVGPRAAMSASSEGPRLALASPRPILAPLCTPEGQKTATAHRSSSLAPTSVGQLVMSASAGPKPPPATTGSVLAPTSLGLVMPASAGPRSPPVTLGPNLAPTSRDQKQEPPASVGPKPTLAASGLSLALASEEQPPELPSTPSPVPSPVLSPTQEQALAPASTASGAASVGQTSARKRDAPAPRPLPASEGHLQPPAQTSGPTGSPPCIQTSPDPRLSPSFRARPEALHSSPEDPVLPRP.... The miRNA is mmu-miR-204-5p with sequence UUCCCUUUGUCAUCCUAUGCCU. Result: 0 (no interaction). (6) The miRNA is dme-miR-7-5p with sequence UGGAAGACUAGUGAUUUUGUUGU. The protein sequence of the target gene is MVQLYNLHPFGSQQVVPCKLEPDRFCGGGRDALFVAAGCKVEAFAVAGQELCQPRCAFSTLGRVLRLAYSEAGDYLVAIEEKNKATFLRAYVNWRNKRTENSRVCIRMIGHNVEGPFSKAFRDQMYIIEMPLSEAPLCISCCPVKGDLLVGCTNKLVLFSLKYQIINEEFSLLDFERSLIIHIDNITPVEVSFCVGYVAVMSDLEVLIVKLESGPKNGERVHHHPHKTNNRIRRTEEGISNEISQLESDDFVICQKPLELLGEKSEQSGLSVTLESTGLADEKRKYSHFQHLLYRRFAPD.... Result: 0 (no interaction). (7) The miRNA is hsa-miR-4793-3p with sequence UCUGCACUGUGAGUUGGCUGGCU. The protein sequence of the target gene is MAPLRFSANLSWLFPELSGLPARVRAAGSSGFEAVEVAWPYAETPEALARAAREAGLRLVLINTPPGDQEKGEMGLGAVPGRQAAFREGLEQAVRYAKALGCPRIHLMAGRVPQGADRIAVKAEMEAVFLENLRHAAGVLAQEDLVGLLEPINTRITDPQYFLDTPQQAAAILQKVGRPNLQLQMDIFHWQIMDGNLTGNIREFLPIVGHVQVAQVPGRGEPSSPGELNFPYLFQLLEDEGYKGFVGCEYQPRGDTVEGLSWLRSYWDRRGHPEAGQ. Result: 0 (no interaction).